Predict which catalyst facilitates the given reaction. From a dataset of Catalyst prediction with 721,799 reactions and 888 catalyst types from USPTO. (1) Reactant: [OH:1][CH2:2][CH2:3][CH2:4][CH2:5][O:6][C:7]1[N:16]=[C:15]2[C:10]([CH:11]=[CH:12][C:13](=[O:17])[NH:14]2)=[CH:9][CH:8]=1.Cl. Product: [OH:1][CH2:2][CH2:3][CH2:4][CH2:5][O:6][C:7]1[N:16]=[C:15]2[C:10]([CH2:11][CH2:12][C:13](=[O:17])[NH:14]2)=[CH:9][CH:8]=1. The catalyst class is: 19. (2) Reactant: [CH3:1][S:2](Cl)(=[O:4])=[O:3].[NH2:6][C:7]1[CH:12]=[CH:11][C:10]([CH2:13][C:14]#[N:15])=[C:9]([CH3:16])[C:8]=1[F:17].Cl. Product: [C:14]([CH2:13][C:10]1[CH:11]=[CH:12][C:7]([NH:6][S:2]([CH3:1])(=[O:4])=[O:3])=[C:8]([F:17])[C:9]=1[CH3:16])#[N:15]. The catalyst class is: 17.